This data is from Choline transporter screen with 302,306 compounds. The task is: Binary Classification. Given a drug SMILES string, predict its activity (active/inactive) in a high-throughput screening assay against a specified biological target. (1) The drug is O=C(C(N(C)C)Cc1ccccc1)c1[nH]c(c(c1C)C(OCC)=O)C. The result is 0 (inactive). (2) The result is 0 (inactive). The drug is O(CCN(Cc1ccccc1)C)c1c2c(ccc1)cccc2. (3) The compound is s1c(C(=O)N2CC(OC(C2)C)C)cc2c1nc1n(c2=O)cccc1. The result is 0 (inactive). (4) The compound is S(=O)(=O)(Nc1cc(C(=O)NCC(N(C)C)c2ccccc2)ccc1)c1ccc(OCC)cc1. The result is 1 (active). (5) The compound is O(c1ccc(C(=O)N\N=C(\Cn2nc(nc2)[N+]([O-])=O)C)cc1)C. The result is 0 (inactive). (6) The drug is Fc1ccc(c2c3n(nc2C)c(NCCCN2CCOCC2)cc(n3)C)cc1. The result is 0 (inactive). (7) The compound is OC(=O)C(n1nc(cc1c1ccccc1)c1ccccc1)CC(O)=O. The result is 0 (inactive). (8) The drug is s1c(CNC(=O)COc2c(OC)cc(cc2)C#N)ccc1. The result is 0 (inactive). (9) The compound is O=C(NCCc1c2c([nH]c1)cccc2)Cc1ccccc1. The result is 0 (inactive).